This data is from Forward reaction prediction with 1.9M reactions from USPTO patents (1976-2016). The task is: Predict the product of the given reaction. (1) The product is: [OH:8][C:9]1[CH:18]=[C:17]2[C:12]([CH2:13][CH2:14][CH:15]([C:19]([O:21][CH2:22][CH3:23])=[O:20])[O:16]2)=[CH:11][C:10]=1[O:25][CH3:26]. Given the reactants C([O:8][C:9]1[CH:18]=[C:17]2[C:12]([C:13](=O)[CH:14]=[C:15]([C:19]([O:21][CH2:22][CH3:23])=[O:20])[O:16]2)=[CH:11][C:10]=1[O:25][CH3:26])C1C=CC=CC=1, predict the reaction product. (2) Given the reactants C([O:3][C:4]([C:6]1(C(OCC)=O)[C:14]2[S:15][CH:16]=[CH:17][C:13]=2[C:12](C(OCC)=O)([C:18]([O:20]CC)=[O:19])[C:8]2[S:9][CH:10]=[CH:11][C:7]1=2)=[O:5])C.[OH-].[K+].Cl, predict the reaction product. The product is: [S:15]1[CH2:16][CH2:17][C:13]2[C:12]([C:18]([OH:20])=[O:19])=[C:8]3[C:7](=[C:6]([C:4]([OH:5])=[O:3])[C:14]1=2)[CH:11]=[CH:10][S:9]3. (3) Given the reactants C(OC([NH:8][C@H:9]([C:18]([OH:20])=[O:19])[CH2:10][CH2:11][CH2:12][CH2:13][NH:14]C(C)C)=O)(C)(C)C.[CH3:21][Si](C=[N+]=[N-])(C)C, predict the reaction product. The product is: [NH2:8][C@H:9]([C:18]([O:20][CH3:21])=[O:19])[CH2:10][CH2:11][CH2:12][CH2:13][NH2:14]. (4) Given the reactants N(OC(C)(C)C)=O.[Cl-:8].[CH3:9][C:10]1[N:15]=[CH:14][C:13]([C:16]2[S:20][C:19]([NH3+])=[N:18][CH:17]=2)=[CH:12][CH:11]=1.C([O-])(O)=O.[Na+], predict the reaction product. The product is: [Cl:8][C:19]1[S:20][C:16]([C:13]2[CH:12]=[CH:11][C:10]([CH3:9])=[N:15][CH:14]=2)=[CH:17][N:18]=1.